Dataset: Forward reaction prediction with 1.9M reactions from USPTO patents (1976-2016). Task: Predict the product of the given reaction. The product is: [N+:6]([C:19]1[CH:20]=[CH:21][C:14]2[CH2:13][CH2:12][C:11](=[O:10])[CH2:17][CH2:16][C:15]=2[CH:18]=1)([O-:9])=[O:7]. Given the reactants S(=O)(=O)(O)O.[N+:6]([O-:9])(O)=[O:7].[O:10]=[C:11]1[CH2:17][CH2:16][C:15]2[CH:18]=[CH:19][CH:20]=[CH:21][C:14]=2[CH2:13][CH2:12]1, predict the reaction product.